Dataset: Forward reaction prediction with 1.9M reactions from USPTO patents (1976-2016). Task: Predict the product of the given reaction. (1) Given the reactants [Al+3].[Cl-].[Cl-].[Cl-].[Na+].[Cl-].[CH2:7]1[C:17]2=[C:18]3[C:13](=[CH:14][CH:15]=[CH:16]2)[CH2:12][CH2:11][C:10](=[O:19])[N:9]3[CH2:8]1.Cl.[C:21](Cl)(=[O:28])[C:22]1[CH:27]=[CH:26][CH:25]=[N:24][CH:23]=1.Cl, predict the reaction product. The product is: [N:24]1[CH:25]=[CH:26][CH:27]=[C:22]([C:21]([C:15]2[CH:14]=[C:13]3[C:18]4=[C:17]([CH2:7][CH2:8][N:9]4[C:10](=[O:19])[CH2:11][CH2:12]3)[CH:16]=2)=[O:28])[CH:23]=1. (2) Given the reactants N1[C:9]2C(=C[C:6]([N:10]3[C:18]4[C:13](=[N:14][CH:15]=[C:16]([C:19]5[CH:24]=[C:23]([O:25][CH3:26])[C:22]([O:27][CH3:28])=[C:21]([O:29][CH3:30])[CH:20]=5)[CH:17]=4)[NH:12][C:11]3=[O:31])=[CH:7][CH:8]=2)C=C1.BrCC1CC1.C([O-])([O-])=O.[K+].[K+].C(O)(C(F)(F)F)=O.C(Cl)Cl.BrC1C=C2N(CC3CC3)C(=O)NC2=NC=1.COC1C=C(B(O)O)C=C(OC)C=1OC.C([O-])([O-])=O.[Na+].[Na+], predict the reaction product. The product is: [CH:7]1([CH2:6][N:10]2[C:18]3[C:13](=[N:14][CH:15]=[C:16]([C:19]4[CH:24]=[C:23]([O:25][CH3:26])[C:22]([O:27][CH3:28])=[C:21]([O:29][CH3:30])[CH:20]=4)[CH:17]=3)[NH:12][C:11]2=[O:31])[CH2:9][CH2:8]1. (3) Given the reactants [CH3:1][C:2]1[CH:7]=[C:6]([C:8](=[O:23])[NH:9][CH2:10][CH2:11][O:12][CH2:13][CH2:14][O:15][CH2:16][CH2:17][O:18][CH2:19][CH2:20][O:21][CH3:22])[CH:5]=[CH:4][C:3]=1[C:24]1[CH:29]=[CH:28][C:27]([CH2:30][C@H:31]([NH:46][C:47]([C@H:49]2[CH2:54][CH2:53][C@H:52]([CH2:55][NH:56]C(=O)OC(C)(C)C)[CH2:51][CH2:50]2)=[O:48])[C:32](=[O:45])[NH:33][C:34]2[CH:39]=[CH:38][C:37]([C:40]3[N:41]=[N:42][NH:43][N:44]=3)=[CH:36][CH:35]=2)=[CH:26][CH:25]=1.[ClH:64], predict the reaction product. The product is: [ClH:64].[NH2:56][CH2:55][C@H:52]1[CH2:53][CH2:54][C@H:49]([C:47]([NH:46][C@H:31]([C:32](=[O:45])[NH:33][C:34]2[CH:39]=[CH:38][C:37]([C:40]3[N:41]=[N:42][NH:43][N:44]=3)=[CH:36][CH:35]=2)[CH2:30][C:27]2[CH:28]=[CH:29][C:24]([C:3]3[CH:4]=[CH:5][C:6]([C:8]([NH:9][CH2:10][CH2:11][O:12][CH2:13][CH2:14][O:15][CH2:16][CH2:17][O:18][CH2:19][CH2:20][O:21][CH3:22])=[O:23])=[CH:7][C:2]=3[CH3:1])=[CH:25][CH:26]=2)=[O:48])[CH2:50][CH2:51]1. (4) Given the reactants [CH2:1](C1C=C2C(COC2=O)=CC=1)[CH3:2].Br[C:14]1[C:15]([O:36][CH3:37])=[C:16]([C:22]([CH2:25][S:26]([C:29]2[CH:34]=[CH:33][CH:32]=[CH:31][C:30]=2[CH3:35])(=[O:28])=[O:27])=[CH:23][CH:24]=1)[C:17]([O:19][CH2:20][CH3:21])=[O:18].C(B(CC)CC)C, predict the reaction product. The product is: [CH2:1]([C:14]1[C:15]([O:36][CH3:37])=[C:16]([C:22]([CH2:25][S:26]([C:29]2[CH:34]=[CH:33][CH:32]=[CH:31][C:30]=2[CH3:35])(=[O:28])=[O:27])=[CH:23][CH:24]=1)[C:17]([O:19][CH2:20][CH3:21])=[O:18])[CH3:2]. (5) The product is: [ClH:28].[NH:12]1[CH2:13][CH2:14][CH:15]([NH:18][C:19]2[CH:27]=[CH:26][C:22]([C:23]([NH2:25])=[O:24])=[CH:21][CH:20]=2)[CH2:16][CH2:17]1. Given the reactants C([O-])=O.[NH4+].C([N:12]1[CH2:17][CH2:16][CH:15]([NH:18][C:19]2[CH:27]=[CH:26][C:22]([C:23]([NH2:25])=[O:24])=[CH:21][CH:20]=2)[CH2:14][CH2:13]1)C1C=CC=CC=1.[ClH:28].CCOCC, predict the reaction product. (6) Given the reactants [Br:1][C:2]1[N:3]=[C:4]([CH:18]2[CH2:21][CH2:20][CH2:19]2)[NH:5][C:6]=1[C:7]1[CH:12]=[CH:11][N:10]=[C:9]([NH:13][CH2:14][CH:15]([NH2:17])[CH3:16])[N:8]=1.C([O-])(O)=O.[Na+].C1COCC1.Cl[C:33]([O:35][CH3:36])=[O:34], predict the reaction product. The product is: [Br:1][C:2]1[N:3]=[C:4]([CH:18]2[CH2:21][CH2:20][CH2:19]2)[NH:5][C:6]=1[C:7]1[CH:12]=[CH:11][N:10]=[C:9]([NH:13][CH2:14][C@@H:15]([NH:17][C:33](=[O:34])[O:35][CH3:36])[CH3:16])[N:8]=1. (7) Given the reactants [CH2:1]([N:8]1[CH2:13][C@H:12]([C:14]2[CH:19]=[CH:18][C:17]([F:20])=[CH:16][CH:15]=2)[O:11][CH2:10][C:9]1=O)[C:2]1[CH:7]=[CH:6][CH:5]=[CH:4][CH:3]=1.[H-].[Al+3].[Li+].[H-].[H-].[H-].O.[OH-].[Na+], predict the reaction product. The product is: [CH2:1]([N:8]1[CH2:9][CH2:10][O:11][C@@H:12]([C:14]2[CH:15]=[CH:16][C:17]([F:20])=[CH:18][CH:19]=2)[CH2:13]1)[C:2]1[CH:3]=[CH:4][CH:5]=[CH:6][CH:7]=1.